This data is from Reaction yield outcomes from USPTO patents with 853,638 reactions. The task is: Predict the reaction yield, written as a fraction of the theoretical maximum amount of product (1.0 means a 100% yield; for example, 0.34 means a 34% yield). (1) The reactants are [CH:1]1([N:4]2[C:13]3[C:8](=[CH:9][C:10]([F:37])=[C:11]([N:14]4[CH2:19][CH2:18][CH:17]([CH2:20][O:21][C:22]5[CH:27]=[CH:26][C:25]([N:28]6[CH2:32][C@H:31]([CH2:33][OH:34])[O:30][C:29]6=[O:35])=[CH:24][C:23]=5[F:36])[CH2:16][CH2:15]4)[CH:12]=3)[C:7](=[O:38])[C:6]([C:39]([OH:41])=[O:40])=[CH:5]2)[CH2:3][CH2:2]1.C([O-])([O-])=O.[K+].[K+].[CH:48]1[CH:53]=[CH:52][C:51]([CH2:54]Br)=[CH:50][CH:49]=1. The catalyst is CN(C=O)C. The product is [CH2:54]([O:40][C:39]([C:6]1[C:7](=[O:38])[C:8]2[C:13](=[CH:12][C:11]([N:14]3[CH2:15][CH2:16][CH:17]([CH2:20][O:21][C:22]4[CH:27]=[CH:26][C:25]([N:28]5[CH2:32][C@H:31]([CH2:33][OH:34])[O:30][C:29]5=[O:35])=[CH:24][C:23]=4[F:36])[CH2:18][CH2:19]3)=[C:10]([F:37])[CH:9]=2)[N:4]([CH:1]2[CH2:3][CH2:2]2)[CH:5]=1)=[O:41])[C:51]1[CH:52]=[CH:53][CH:48]=[CH:49][CH:50]=1. The yield is 0.906. (2) The reactants are [CH3:1][Sn](C)(C)C.Cl[C:7]1[N:8]=[C:9]([C:33]2[CH:34]=[N:35][N:36]([CH3:38])[CH:37]=2)[N:10]=[C:11]2[C:19]=1[NH:18][C:17]1[N:16]=[CH:15][C:14]([C:20]3[CH:25]=[CH:24][C:23]([N:26]4[CH2:31][CH2:30][N:29]([CH3:32])[CH2:28][CH2:27]4)=[CH:22][CH:21]=3)=[CH:13][C:12]2=1.[Cl-].[Li+]. The catalyst is CN(C=O)C.O.Cl[Pd](Cl)([P](C1C=CC=CC=1)(C1C=CC=CC=1)C1C=CC=CC=1)[P](C1C=CC=CC=1)(C1C=CC=CC=1)C1C=CC=CC=1. The product is [CH3:1][C:7]1[N:8]=[C:9]([C:33]2[CH:34]=[N:35][N:36]([CH3:38])[CH:37]=2)[N:10]=[C:11]2[C:19]=1[NH:18][C:17]1[N:16]=[CH:15][C:14]([C:20]3[CH:25]=[CH:24][C:23]([N:26]4[CH2:27][CH2:28][N:29]([CH3:32])[CH2:30][CH2:31]4)=[CH:22][CH:21]=3)=[CH:13][C:12]2=1. The yield is 0.430. (3) The reactants are [O:1]=[C:2]1[C:7]([CH2:8][C:9]2[CH:14]=[CH:13][C:12]([C:15]3[C:16]([C:21]#[N:22])=[CH:17][CH:18]=[CH:19][CH:20]=3)=[CH:11][CH:10]=2)=[C:6]([CH2:23][CH2:24][CH3:25])[N:5]2[N:26]=[CH:27][N:28]=[C:4]2[NH:3]1.I[CH2:30][C:31]([CH3:34])([CH3:33])[CH3:32].C(=O)([O-])[O-].[Cs+].[Cs+].CN(C)C(=O)C. The catalyst is C(OCC)(=O)C. The product is [CH3:30][C:31]([CH3:34])([CH3:33])[CH2:32][N:3]1[C:2](=[O:1])[C:7]([CH2:8][C:9]2[CH:10]=[CH:11][C:12]([C:15]3[C:16]([C:21]#[N:22])=[CH:17][CH:18]=[CH:19][CH:20]=3)=[CH:13][CH:14]=2)=[C:6]([CH2:23][CH2:24][CH3:25])[N:5]2[N:26]=[CH:27][N:28]=[C:4]12. The yield is 0.670. (4) The reactants are C([N:8]1[CH2:12][CH2:11][C@@:10]([CH3:14])([NH2:13])[CH2:9]1)C1C=CC=CC=1.[H][H].[CH3:29][C:28]([O:27][C:25](O[C:25]([O:27][C:28]([CH3:31])([CH3:30])[CH3:29])=[O:26])=[O:26])([CH3:31])[CH3:30]. The catalyst is CCO.[OH-].[OH-].[Pd+2]. The product is [NH2:13][C@:10]1([CH3:14])[CH2:11][CH2:12][N:8]([C:25]([O:27][C:28]([CH3:29])([CH3:30])[CH3:31])=[O:26])[CH2:9]1. The yield is 0.390.